This data is from Full USPTO retrosynthesis dataset with 1.9M reactions from patents (1976-2016). The task is: Predict the reactants needed to synthesize the given product. (1) Given the product [Cl:1][C:2]1[C:7]2[C:8]3[N:13]([CH:14]([CH:16]([CH3:18])[CH3:17])[CH2:15][C:6]=2[CH:5]=[C:4]([O:25][CH2:26][CH2:27][O:28][CH3:29])[CH:3]=1)[CH:12]=[C:11]([C:19]([OH:21])=[O:20])[C:10](=[O:24])[CH:9]=3, predict the reactants needed to synthesize it. The reactants are: [Cl:1][C:2]1[C:7]2[CH:8]3[N:13]([CH:14]([CH:16]([CH3:18])[CH3:17])[CH2:15][C:6]=2[CH:5]=[C:4]([O:25][CH2:26][CH2:27][O:28][CH3:29])[CH:3]=1)[CH:12]=[C:11]([C:19]([O:21]CC)=[O:20])[C:10](=[O:24])[CH2:9]3.C1(Cl)C(=O)C(Cl)=C(Cl)C(=O)C=1Cl. (2) Given the product [Cl:1][C:2]1[CH:21]=[CH:20][C:19]([F:22])=[CH:18][C:3]=1[C:4]([NH:6][C:7]1[CH:15]=[CH:14][C:10]([C:11]([Cl:23])=[O:12])=[CH:9][C:8]=1[O:16][CH3:17])=[O:5], predict the reactants needed to synthesize it. The reactants are: [Cl:1][C:2]1[CH:21]=[CH:20][C:19]([F:22])=[CH:18][C:3]=1[C:4]([NH:6][C:7]1[CH:15]=[CH:14][C:10]([C:11](O)=[O:12])=[CH:9][C:8]=1[O:16][CH3:17])=[O:5].[Cl:23]C(Cl)C. (3) The reactants are: C([O:5][CH2:6][CH:7]1[C:11](=[O:12])[N:10]([C:13]2[CH:42]=[CH:41][C:16]([CH2:17][C:18]3[NH:26][C:25]4[C:24](=[O:27])[N:23]([CH2:28][C:29]5[CH:34]=[CH:33][CH:32]=[CH:31][C:30]=5[F:35])[C:22](=[O:36])[N:21]([CH2:37][CH:38]5[CH2:40][CH2:39]5)[C:20]=4[N:19]=3)=[CH:15][CH:14]=2)[C:9](=[O:43])[NH:8]1)(C)(C)C.FC(F)(F)C(O)=O. Given the product [CH:38]1([CH2:37][N:21]2[C:20]3[N:19]=[C:18]([CH2:17][C:16]4[CH:41]=[CH:42][C:13]([N:10]5[C:11](=[O:12])[C@H:7]([CH2:6][OH:5])[NH:8][C:9]5=[O:43])=[CH:14][CH:15]=4)[NH:26][C:25]=3[C:24](=[O:27])[N:23]([CH2:28][C:29]3[CH:34]=[CH:33][CH:32]=[CH:31][C:30]=3[F:35])[C:22]2=[O:36])[CH2:40][CH2:39]1, predict the reactants needed to synthesize it. (4) Given the product [Br:1][C:2]1[CH:3]=[C:4]2[C:8](=[C:9]([CH3:11])[CH:10]=1)[N:7]([S:23]([C:26]1[CH:38]=[CH:37][C:29]([O:30][CH2:31][C:32]([O:34][CH2:35][CH3:36])=[O:33])=[C:28]([CH3:39])[CH:27]=1)(=[O:25])=[O:24])[CH2:6][CH:5]2[CH:12]([CH3:14])[CH3:13], predict the reactants needed to synthesize it. The reactants are: [Br:1][C:2]1[CH:3]=[C:4]2[C:8](=[C:9]([CH3:11])[CH:10]=1)[NH:7][CH2:6][CH:5]2[CH:12]([CH3:14])[CH3:13].C(N(CC)CC)C.Cl[S:23]([C:26]1[CH:38]=[CH:37][C:29]([O:30][CH2:31][C:32]([O:34][CH2:35][CH3:36])=[O:33])=[C:28]([CH3:39])[CH:27]=1)(=[O:25])=[O:24]. (5) Given the product [Cl:36][C:12]1[C:13]([C:15]2[CH:20]=[CH:19][CH:18]=[C:17]([N:21]([C@H:61]3[CH2:60][CH2:4][CH2:5][NH:8][CH2:9]3)[CH3:22])[N:16]=2)=[CH:14][C:9]([NH:8][C@H:5]2[CH2:6][CH2:7][C@H:2]([NH:1][C:37](=[O:54])[O:38][CH2:39][C:40]3[CH:41]=[CH:42][CH:43]=[CH:44][CH:45]=3)[CH2:3][CH2:4]2)=[N:10][CH:11]=1, predict the reactants needed to synthesize it. The reactants are: [NH2:1][C@H:2]1[CH2:7][CH2:6][C@H:5]([NH:8][C:9]2[CH:14]=[C:13]([C:15]3[CH:20]=[CH:19][CH:18]=[C:17]([NH:21][CH2:22][C@H]4CCCN(C(OC(C)(C)C)=O)C4)[N:16]=3)[C:12]([Cl:36])=[CH:11][N:10]=2)[CH2:4][CH2:3]1.[C:37](=[O:54])(ON1C(=O)CCC1=O)[O:38][CH2:39][C:40]1[CH:45]=[CH:44][CH:43]=[CH:42][CH:41]=1.Cl.O1[CH2:61][CH2:60]OCC1. (6) Given the product [Br:18][C:19]1[N:23]2[N:24]=[C:25]([Cl:29])[CH:26]=[C:27]([NH:10][C:7]3[CH:8]=[CH:9][C:4]([O:3][CH2:2][CH3:1])=[CH:5][CH:6]=3)[C:22]2=[N:21][CH:20]=1, predict the reactants needed to synthesize it. The reactants are: [CH3:1][CH2:2][O:3][C:4]1[CH:5]=[CH:6][C:7]([NH2:10])=[CH:8][CH:9]=1.C(N(CC)CC)C.[Br:18][C:19]1[N:23]2[N:24]=[C:25]([Cl:29])[CH:26]=[C:27](Br)[C:22]2=[N:21][CH:20]=1. (7) Given the product [F:1][C:2]1[CH:27]=[C:26]([F:28])[CH:25]=[CH:24][C:3]=1[CH2:4][O:5][C:6]1[N:7]=[CH:8][N:9]([C:13]2[CH:14]=[C:15]([CH:20]=[CH:21][C:22]=2[CH3:23])[C:16]([O:18][CH3:19])=[O:17])[C:10](=[O:12])[C:11]=1[I:35], predict the reactants needed to synthesize it. The reactants are: [F:1][C:2]1[CH:27]=[C:26]([F:28])[CH:25]=[CH:24][C:3]=1[CH2:4][O:5][C:6]1[N:7]=[CH:8][N:9]([C:13]2[CH:14]=[C:15]([CH:20]=[CH:21][C:22]=2[CH3:23])[C:16]([O:18][CH3:19])=[O:17])[C:10](=[O:12])[CH:11]=1.ClC(Cl)C(O)=O.[I:35]N1C(=O)CCC1=O. (8) Given the product [CH3:36][O:35][C:32]1[C:31]([CH3:37])=[CH:30][N:29]=[C:28]([CH2:27][N:25]2[N:24]=[C:12]3[CH:13]=[CH:14][C:15]4[CH2:16][S:17][N:18]=[C:9]([NH2:8])[C:10]([C:11]=43)=[N:26]2)[C:33]=1[CH3:34], predict the reactants needed to synthesize it. The reactants are: C(OC([N:8](C(OC(C)(C)C)=O)[C:9]1[C:10]2[C:11]3[C:12](=[N:24][N:25]([CH2:27][C:28]4[C:33]([CH3:34])=[C:32]([O:35][CH3:36])[C:31]([CH3:37])=[CH:30][N:29]=4)[N:26]=2)[CH2:13][CH:14](CS([O-])(=O)=O)[C:15]=3[CH2:16][S:17][N:18]=1)=O)(C)(C)C.C(=O)([O-])[O-].[K+].[K+].C(=O)(O)[O-].[Na+].